From a dataset of NCI-60 drug combinations with 297,098 pairs across 59 cell lines. Regression. Given two drug SMILES strings and cell line genomic features, predict the synergy score measuring deviation from expected non-interaction effect. Drug 1: CCCS(=O)(=O)NC1=C(C(=C(C=C1)F)C(=O)C2=CNC3=C2C=C(C=N3)C4=CC=C(C=C4)Cl)F. Drug 2: C1=CC(=CC=C1C#N)C(C2=CC=C(C=C2)C#N)N3C=NC=N3. Cell line: NCI-H522. Synergy scores: CSS=3.51, Synergy_ZIP=-1.39, Synergy_Bliss=1.05, Synergy_Loewe=0.900, Synergy_HSA=0.941.